From a dataset of Forward reaction prediction with 1.9M reactions from USPTO patents (1976-2016). Predict the product of the given reaction. Given the reactants C([N:8](CC1C=CC=CC=1)[CH2:9][C:10]([F:16])([F:15])[C:11]([CH3:14])([OH:13])[CH3:12])C1C=CC=CC=1, predict the reaction product. The product is: [NH2:8][CH2:9][C:10]([F:16])([F:15])[C:11]([CH3:14])([OH:13])[CH3:12].